This data is from Reaction yield outcomes from USPTO patents with 853,638 reactions. The task is: Predict the reaction yield, written as a fraction of the theoretical maximum amount of product (1.0 means a 100% yield; for example, 0.34 means a 34% yield). (1) The reactants are [CH:1]1([O:7][CH2:8][C:9]([CH2:16][O:17][CH3:18])([C:12]([CH3:15])([CH3:14])[CH3:13])[CH2:10][OH:11])[CH2:6][CH2:5][CH2:4][CH2:3][CH2:2]1.[H-].[Na+].CI.[CH3:23]CCCCC.C(OCC)(=O)C.C(N(CC)CC)C. The catalyst is C1COCC1. The product is [CH:1]1([O:7][CH2:8][C:9]([CH2:10][O:11][CH3:23])([CH2:16][O:17][CH3:18])[C:12]([CH3:15])([CH3:13])[CH3:14])[CH2:6][CH2:5][CH2:4][CH2:3][CH2:2]1. The yield is 0.820. (2) The reactants are O[CH2:2][C:3]1[C:4]([CH3:14])=[N+:5]([O-:13])[C:6]([C:9]([F:12])([F:11])[F:10])=[CH:7][CH:8]=1.C(Br)(Br)(Br)[Br:16].C1C=CC(P(C2C=CC=CC=2)C2C=CC=CC=2)=CC=1. The catalyst is C(Cl)Cl. The product is [Br:16][CH2:2][C:3]1[C:4]([CH3:14])=[N+:5]([O-:13])[C:6]([C:9]([F:12])([F:11])[F:10])=[CH:7][CH:8]=1. The yield is 0.750. (3) The reactants are [NH2:1][CH2:2][CH2:3][CH2:4][O:5][C:6]1[CH:7]=[C:8]2[C:12](=[CH:13][CH:14]=1)[NH:11][C:10]([CH2:15][CH2:16][C:17]([O:19][CH3:20])=[O:18])=[CH:9]2.[CH2:21]([N:28]=[C:29]=[O:30])[C:22]1[CH:27]=[CH:26][CH:25]=[CH:24][CH:23]=1. The catalyst is C(#N)C. The product is [CH2:21]([NH:28][C:29]([NH:1][CH2:2][CH2:3][CH2:4][O:5][C:6]1[CH:7]=[C:8]2[C:12](=[CH:13][CH:14]=1)[NH:11][C:10]([CH2:15][CH2:16][C:17]([O:19][CH3:20])=[O:18])=[CH:9]2)=[O:30])[C:22]1[CH:27]=[CH:26][CH:25]=[CH:24][CH:23]=1. The yield is 0.420. (4) The reactants are [NH2:1][C:2]1[N:7]=[CH:6][N:5]=[C:4]([NH:8][C@H:9]([C:11]2[N:16]([C:17]3[CH:22]=[CH:21][CH:20]=[CH:19][CH:18]=3)[C:15](=[O:23])[C:14]3=[C:24]([CH3:27])[CH:25]=[CH:26][N:13]3[N:12]=2)[CH3:10])[C:3]=1I.[NH:29]1[C:37]2[C:32](=[CH:33][CH:34]=[C:35](B(O)O)[CH:36]=2)[CH:31]=[CH:30]1.C(=O)([O-])[O-].[Na+].[Na+]. No catalyst specified. The product is [NH2:1][C:2]1[N:7]=[CH:6][N:5]=[C:4]([NH:8][C@H:9]([C:11]2[N:16]([C:17]3[CH:22]=[CH:21][CH:20]=[CH:19][CH:18]=3)[C:15](=[O:23])[C:14]3=[C:24]([CH3:27])[CH:25]=[CH:26][N:13]3[N:12]=2)[CH3:10])[C:3]=1[C:35]1[CH:36]=[C:37]2[C:32]([CH:31]=[CH:30][NH:29]2)=[CH:33][CH:34]=1. The yield is 0.140. (5) The reactants are Br[C:2]1[C:6]([Br:7])=[CH:5][S:4][CH:3]=1.C([Li])CCC.CON(C)[C:16](=[O:18])[CH3:17]. The catalyst is CCOCC. The product is [C:16]([C:2]1[C:6]([Br:7])=[CH:5][S:4][CH:3]=1)(=[O:18])[CH3:17]. The yield is 0.610. (6) The reactants are [CH3:1][O:2][C:3]1[CH:24]=[CH:23][C:6]([CH2:7][N:8]2[C:13]3[S:14][CH:15]=[C:16]([CH:17]=C)[C:12]=3[C:11]3=[N:19][CH:20]=[N:21][N:10]3[C:9]2=[O:22])=[CH:5][CH:4]=1.I([O-])(=O)(=O)=[O:26].[Na+]. The catalyst is O1CCCC1.O.[Os](=O)(=O)(=O)=O. The product is [CH3:1][O:2][C:3]1[CH:4]=[CH:5][C:6]([CH2:7][N:8]2[C:13]3[S:14][CH:15]=[C:16]([CH:17]=[O:26])[C:12]=3[C:11]3=[N:19][CH:20]=[N:21][N:10]3[C:9]2=[O:22])=[CH:23][CH:24]=1. The yield is 0.680. (7) The reactants are [C:1]1([S:7]([N:10]2[CH2:19][CH2:18][C:17]3[C:12](=[CH:13][CH:14]=[C:15]([O:20]CC4C=CC=CC=4)[CH:16]=3)[CH:11]2[C:28]2[CH:33]=[CH:32][C:31]([O:34][CH2:35][CH2:36][N:37]3[CH2:41][CH2:40][CH2:39][CH2:38]3)=[CH:30][CH:29]=2)(=[O:9])=[O:8])[CH:6]=[CH:5][CH:4]=[CH:3][CH:2]=1.C([O-])=O.[NH4+]. The catalyst is CO.[OH-].[OH-].[Pd+2]. The product is [C:1]1([S:7]([N:10]2[CH2:19][CH2:18][C:17]3[C:12](=[CH:13][CH:14]=[C:15]([OH:20])[CH:16]=3)[CH:11]2[C:28]2[CH:33]=[CH:32][C:31]([O:34][CH2:35][CH2:36][N:37]3[CH2:41][CH2:40][CH2:39][CH2:38]3)=[CH:30][CH:29]=2)(=[O:9])=[O:8])[CH:2]=[CH:3][CH:4]=[CH:5][CH:6]=1. The yield is 0.720.